Task: Binary Classification. Given a miRNA mature sequence and a target amino acid sequence, predict their likelihood of interaction.. Dataset: Experimentally validated miRNA-target interactions with 360,000+ pairs, plus equal number of negative samples (1) The miRNA is hsa-let-7b-5p with sequence UGAGGUAGUAGGUUGUGUGGUU. The protein sequence of the target gene is MVMAALSLVAACWGRAAADESVQLPAAPGSSVRARETMVSVTMATSEWIQFFKEAGIPPGPAVNYAVMFVDNRIQKSMLLDLNKEIMNELGVTVVGDIIAILKHAKVVHRQDMCKAATESVPCSPSPLAGEIRRGTSAASRMITNSLNHDSPPSTPPRRPDTSTSKISVTVSNKMAAKSAKATAALARREEESLAVPAKRRRVTAEMEGKYVINMPKGTTPRTRKILEQQQAAKGLHRTSVFDRLGAETKADTTTGSKPTGVFSRLGATPETDEDLAWDSDNDSSSSVLQYAGVLKKLGR.... Result: 1 (interaction). (2) The miRNA is hsa-miR-548bb-3p with sequence CAAAAACCAUAGUUACUUUUGC. The protein sequence of the target gene is MKIKDAKKPSFPWFGMDIGGTLVKLSYFEPIDITAEEEQEEVESLKSIRKYLTSNVAYGSTGIRDVHLELKDLTLFGRRGNLHFIRFPTQDLPTFIQMGRDKNFSTLQTVLSATGGGAYKFEKDFRTIGNLHLHKLDELDCLVKGLLYIDSVSFNGQAECYYFANASEPERCQKMPFNLDDPYPLLVVNIGSGVSILAVHSKDNYKRVTGTSLGGGTFLGLCSLLTGCESFEEALEMASKGDSTQADRLVRDIYGGDYERFGLPGWAVASSFGNMIYKEKRETVSKEDLARATLVTITNN.... Result: 0 (no interaction). (3) The miRNA is cel-let-7-5p with sequence UGAGGUAGUAGGUUGUAUAGUU. The protein sequence of the target gene is MGDTWAQLPWPGPPHPAMLLISLLLAAGLMHSDAGTSCPVLCTCRNQVVDCSSQRLFSVPPDLPMDTRNLSLAHNRITAVPPGYLTCYMELQVLDLHNNSLMELPRGLFLHAKRLAHLDLSYNNFSHVPADMFQEAHGLVHIDLSHNPWLRRVHPQAFQGLMQLRDLDLSYGGLAFLSLEALEGLPGLVTLQIGGNPWVCGCTMEPLLKWLRNRIQRCTADSQLAECRGPPEVEGAPLFSLTEESFKACHLTLTLDDYLFIAFVGFVVSIASVATNFLLGITANCCHRWSKASEEEEI. Result: 0 (no interaction). (4) The miRNA is hsa-miR-4638-3p with sequence CCUGGACACCGCUCAGCCGGCCG. Result: 0 (no interaction). The protein sequence of the target gene is MLRWLRDFVLPTAACQDAEQPTRYETLFQALDRNGDGVVDIGELQEGLRNLGIPLGQDAEEKIFTTGDVNKDGKLDFEEFMKYLKDHEKKMKLAFKSLDKNNDGKIEASEIVQSLQTLGLTISEQQAELILQSIDVDGTMTVDWNEWRDYFLFNPVTDIEEIIRFWKHSTGIDIGDSLTIPDEFTEDEKKSGQWWRQLLAGGIAGAVSRTSTAPLDRLKIMMQVHGSKSDKMNIFGGFRQMVKEGGIRSLWRGNGTNVIKIAPETAVKFWAYEQYKKLLTEEGQKIGTFERFISGSMAGA.... (5) The miRNA is hsa-miR-21-3p with sequence CAACACCAGUCGAUGGGCUGU. The protein sequence of the target gene is MASDSPARSLDEIDLSALRDPAGIFELVELVGNGTYGQVYKGRHVKTGQLAAIKVMDVTGDEEEEIKQEINMLKKYSHHRNIATYYGAFIKKNPPGMDDQLWLVMEFCGAGSVTDLIKNTKGNTLKEEWIAYICREILRGLSHLHQHKVIHRDIKGQNVLLTENAEVKLVDFGVSAQLDRTVGRRNTFIGTPYWMAPEVIACDENPDATYDFKSDLWSLGITAIEMAEGAPPLCDMHPMRALFLIPRNPAPRLKSKKWSKKFQSFIESCLVKNHSQRPATEQLMKHPFIRDQPNERQVRI.... Result: 0 (no interaction). (6) The miRNA is hsa-miR-4523 with sequence GACCGAGAGGGCCUCGGCUGU. The protein sequence of the target gene is MVEAIVEFDYQAQHDDELTISVGEVITNIRKEDGGWWEGQINGRRGLFPDNFVREIKKDMKKDLLSNKAPEKPMHDVSSGNALLSSETILRTNKRGERRRRRCQVAFSYLPQNDDELELKVGDIIEVVGEVEEGWWEGVLNGKTGMFPSNFIKELSGESDELGISQDEQLSKSRPEGFLPASLLPFPAHGAKGKTTFEGTILYRAAPGKTEGHRRYYSLRETTGSESDGGDSSSTKSEGANGTMATAAIQPKKVKGVGFGDIFKDKPIKLRPRSIEVENDFLPVEKTIGKKLPPATSTPD.... Result: 0 (no interaction).